Dataset: Full USPTO retrosynthesis dataset with 1.9M reactions from patents (1976-2016). Task: Predict the reactants needed to synthesize the given product. (1) Given the product [OH:29][C:30]1[C:37]([CH3:38])=[C:36]([CH3:39])[C:35]([N+:1]([O-:4])=[O:2])=[C:34]([CH3:40])[C:31]=1[CH:32]=[O:33], predict the reactants needed to synthesize it. The reactants are: [N+:1]([O-:4])(O)=[O:2].CC(OCC1C2C(=CC=CC=2)C(COC(C)=O)=C2C=1C=CC=C2)=O.[OH:29][C:30]1[C:37]([CH3:38])=[C:36]([CH3:39])[CH:35]=[C:34]([CH3:40])[C:31]=1[CH:32]=[O:33].C(=O)(O)[O-].[Na+]. (2) Given the product [F:21][C:22]1[CH:23]=[CH:24][C:25](/[CH:48]=[CH:9]/[C:8]2[CH:18]=[CH:19][C:5]([O:4][CH3:3])=[CH:6][C:7]=2[CH3:20])=[C:26]([C:28]2[N:33]=[C:32]([N:34]3[C:38]([C:39]([F:42])([F:41])[F:40])=[C:37]([C:43]([O:45][CH2:46][CH3:47])=[O:44])[CH:36]=[N:35]3)[CH:31]=[CH:30][CH:29]=2)[CH:27]=1, predict the reactants needed to synthesize it. The reactants are: [H-].[Na+].[CH3:3][O:4][C:5]1[CH:19]=[CH:18][C:8]([CH2:9]P(=O)(OCC)OCC)=[C:7]([CH3:20])[CH:6]=1.[F:21][C:22]1[CH:23]=[CH:24][C:25]([CH:48]=O)=[C:26]([C:28]2[N:33]=[C:32]([N:34]3[C:38]([C:39]([F:42])([F:41])[F:40])=[C:37]([C:43]([O:45][CH2:46][CH3:47])=[O:44])[CH:36]=[N:35]3)[CH:31]=[CH:30][CH:29]=2)[CH:27]=1. (3) Given the product [Cl:1][C:2]1[CH:10]=[C:9]([C:11]#[C:12][CH2:13][O:14][CH3:15])[C:5]2[O:6][CH2:7][O:8][C:4]=2[C:3]=1[NH:16][C:17]1[C:26]2[C:21](=[CH:22][C:23]([O:29][CH2:30][CH2:31][CH2:32][N:40]3[CH2:41][CH2:42][N:37]([CH2:36][CH2:35][F:34])[CH2:38][CH2:39]3)=[C:24]([O:27][CH3:28])[CH:25]=2)[N:20]=[CH:19][N:18]=1, predict the reactants needed to synthesize it. The reactants are: [Cl:1][C:2]1[CH:10]=[C:9]([C:11]#[C:12][CH2:13][O:14][CH3:15])[C:5]2[O:6][CH2:7][O:8][C:4]=2[C:3]=1[NH:16][C:17]1[C:26]2[C:21](=[CH:22][C:23]([O:29][CH2:30][CH2:31][CH2:32]Cl)=[C:24]([O:27][CH3:28])[CH:25]=2)[N:20]=[CH:19][N:18]=1.[F:34][CH2:35][CH2:36][N:37]1[CH2:42][CH2:41][NH:40][CH2:39][CH2:38]1.C(N(C(C)C)CC)(C)C. (4) Given the product [Br:1][C:2]1[CH:3]=[C:4]([CH:21]=[C:22]([I:24])[CH:23]=1)[C:5]([N:7]([CH2:9][C@H:10]([C:14]1[CH:19]=[CH:18][C:17]([F:20])=[CH:16][CH:15]=1)[CH2:11][CH:12]=[O:30])[CH3:8])=[O:6], predict the reactants needed to synthesize it. The reactants are: [Br:1][C:2]1[CH:3]=[C:4]([CH:21]=[C:22]([I:24])[CH:23]=1)[C:5]([N:7]([CH2:9][C@H:10]([C:14]1[CH:19]=[CH:18][C:17]([F:20])=[CH:16][CH:15]=1)[CH2:11][CH:12]=C)[CH3:8])=[O:6].ClC1C=C(C=C(Cl)C=1)C(N(C[C@H](C1C=CC(F)=CC=1)CC=C)C)=[O:30]. (5) Given the product [Br:32][CH2:16][CH2:15][CH2:14][CH2:13][O:11][C:1](=[O:12])[C:2]1[CH:10]=[CH:9][C:7]([OH:8])=[C:4]([O:5][CH3:6])[CH:3]=1, predict the reactants needed to synthesize it. The reactants are: [C:1]([OH:12])(=[O:11])[C:2]1[CH:10]=[CH:9][C:7]([OH:8])=[C:4]([O:5][CH3:6])[CH:3]=1.[C:13]1(P([C:14]2[CH:13]=CC=[CH:16][CH:15]=2)[C:14]2[CH:13]=CC=[CH:16][CH:15]=2)C=C[CH:16]=[CH:15][CH:14]=1.[Br:32]C(Br)(Br)Br.